This data is from Forward reaction prediction with 1.9M reactions from USPTO patents (1976-2016). The task is: Predict the product of the given reaction. (1) The product is: [N:24]1([C:29]2[CH:30]=[C:31]([C:32]([N:43]3[CH2:44][CH2:45][C:40]([F:47])([F:39])[C@@H:41]([OH:46])[CH2:42]3)=[O:34])[CH:35]=[CH:36][CH:37]=2)[CH:28]=[CH:27][N:26]=[N:25]1. Given the reactants C(Cl)CCl.C1C=NC2N(O)N=NC=2C=1.CCN(C(C)C)C(C)C.[N:24]1([C:29]2[CH:30]=[C:31]([CH:35]=[CH:36][CH:37]=2)[C:32]([OH:34])=O)[CH:28]=[CH:27][N:26]=[N:25]1.Cl.[F:39][C:40]1([F:47])[CH2:45][CH2:44][NH:43][CH2:42][C@@H:41]1[OH:46], predict the reaction product. (2) Given the reactants [CH3:1][C:2]1[CH:3]=[C:4]([C:7]#[N:8])[S:5][CH:6]=1.[Br:9]N1C(=O)CCC1=O.CC(N=NC(C#N)(C)C)(C#N)C.O, predict the reaction product. The product is: [Br:9][CH2:1][C:2]1[CH:3]=[C:4]([C:7]#[N:8])[S:5][CH:6]=1. (3) Given the reactants CN(C(ON1N=NC2C=CC=NC1=2)=[N+](C)C)C.F[P-](F)(F)(F)(F)F.[NH2:25][C:26]1[C:35]([NH2:36])=[CH:34][CH:33]=[CH:32][C:27]=1[C:28]([O:30][CH3:31])=[O:29].[C:37]([N:44]1[CH2:51][CH2:50][CH2:49][C@H:45]1[C:46](O)=O)([O:39][C:40]([CH3:43])([CH3:42])[CH3:41])=[O:38].CCN(C(C)C)C(C)C, predict the reaction product. The product is: [C:40]([O:39][C:37]([N:44]1[CH2:51][CH2:50][CH2:49][C@H:45]1[C:46]1[NH:25][C:26]2[C:27]([C:28]([O:30][CH3:31])=[O:29])=[CH:32][CH:33]=[CH:34][C:35]=2[N:36]=1)=[O:38])([CH3:43])([CH3:41])[CH3:42].